From a dataset of Peptide-MHC class I binding affinity with 185,985 pairs from IEDB/IMGT. Regression. Given a peptide amino acid sequence and an MHC pseudo amino acid sequence, predict their binding affinity value. This is MHC class I binding data. (1) The MHC is HLA-A01:01 with pseudo-sequence HLA-A01:01. The peptide sequence is HVSSWEEVPY. The binding affinity (normalized) is 0.383. (2) The binding affinity (normalized) is 0.0898. The peptide sequence is KQTFGSLPA. The MHC is HLA-A02:01 with pseudo-sequence HLA-A02:01. (3) The peptide sequence is LLLLGVVFALV. The MHC is HLA-A02:01 with pseudo-sequence HLA-A02:01. The binding affinity (normalized) is 0.629.